Task: Regression. Given a peptide amino acid sequence and an MHC pseudo amino acid sequence, predict their binding affinity value. This is MHC class I binding data.. Dataset: Peptide-MHC class I binding affinity with 185,985 pairs from IEDB/IMGT (1) The binding affinity (normalized) is 0.213. The peptide sequence is RMFKRVFNM. The MHC is HLA-B45:06 with pseudo-sequence HLA-B45:06. (2) The MHC is HLA-A01:01 with pseudo-sequence HLA-A01:01. The peptide sequence is FVSLAIDAY. The binding affinity (normalized) is 0.279. (3) The peptide sequence is PYMPTVIEHL. The MHC is HLA-A23:01 with pseudo-sequence HLA-A23:01. The binding affinity (normalized) is 0.651. (4) The peptide sequence is LSDAIFDDL. The MHC is HLA-B27:03 with pseudo-sequence HLA-B27:03. The binding affinity (normalized) is 0.0847. (5) The peptide sequence is SEDGLDGFDW. The MHC is HLA-B18:01 with pseudo-sequence HLA-B18:01. The binding affinity (normalized) is 0.0322. (6) The binding affinity (normalized) is 0.271. The MHC is HLA-A68:02 with pseudo-sequence HLA-A68:02. The peptide sequence is KAACWWAGI. (7) The peptide sequence is EKPKFLPDL. The MHC is HLA-B40:01 with pseudo-sequence HLA-B40:01. The binding affinity (normalized) is 0.0847.